Dataset: Reaction yield outcomes from USPTO patents with 853,638 reactions. Task: Predict the reaction yield, written as a fraction of the theoretical maximum amount of product (1.0 means a 100% yield; for example, 0.34 means a 34% yield). The reactants are [CH3:1][C:2]1[CH:3]=[N:4][CH:5]=[C:6]([CH:10]=1)[C:7]([OH:9])=O.O=C1N(P(Cl)(N2CCOC2=O)=O)CCO1.C(N(CC)CC)C.[Br:33][C:34]1[C:35]([F:44])=[C:36]2[C:42]([NH2:43])=[CH:41][NH:40][C:37]2=[N:38][CH:39]=1.[Li+].[OH-].C([O-])([O-])=O.[Na+].[Na+]. The catalyst is C(Cl)Cl. The product is [Br:33][C:34]1[C:35]([F:44])=[C:36]2[C:42]([NH:43][C:7](=[O:9])[C:6]3[CH:10]=[C:2]([CH3:1])[CH:3]=[N:4][CH:5]=3)=[CH:41][NH:40][C:37]2=[N:38][CH:39]=1. The yield is 0.376.